From a dataset of Forward reaction prediction with 1.9M reactions from USPTO patents (1976-2016). Predict the product of the given reaction. Given the reactants CCN(C(C)C)C(C)C.[C:10](Cl)(=[O:12])[CH3:11].[Cl:14][C:15]1[CH:16]=[C:17]2[C:21](=[CH:22][CH:23]=1)[NH:20][C:19]([C:24]([NH:26][C@@H:27]1[CH2:35][C:34]3[C:29](=[CH:30][CH:31]=[CH:32][CH:33]=3)[C@H:28]1[NH:36][CH2:37][C:38]([O:40][C:41]([CH3:44])([CH3:43])[CH3:42])=[O:39])=[O:25])=[CH:18]2, predict the reaction product. The product is: [C:10]([N:36]([CH2:37][C:38]([O:40][C:41]([CH3:44])([CH3:43])[CH3:42])=[O:39])[C@@H:28]1[C:29]2[C:34](=[CH:33][CH:32]=[CH:31][CH:30]=2)[CH2:35][C@H:27]1[NH:26][C:24]([C:19]1[NH:20][C:21]2[C:17]([CH:18]=1)=[CH:16][C:15]([Cl:14])=[CH:23][CH:22]=2)=[O:25])(=[O:12])[CH3:11].